From a dataset of Full USPTO retrosynthesis dataset with 1.9M reactions from patents (1976-2016). Predict the reactants needed to synthesize the given product. (1) Given the product [NH2:1][C:4]1[CH:5]=[CH:6][C:7]2[N:13]3[N:14]=[C:15]([C:20]4[CH:25]=[CH:24][C:23]([O:26][C:27]5[CH:28]=[CH:29][CH:30]=[CH:31][CH:32]=5)=[CH:22][CH:21]=4)[C:16]([C:17]([NH2:19])=[O:18])=[C:12]3[NH:11][CH2:10][CH2:9][C:8]=2[CH:33]=1, predict the reactants needed to synthesize it. The reactants are: [N+:1]([C:4]1[CH:5]=[CH:6][C:7]2[N:13]3[N:14]=[C:15]([C:20]4[CH:25]=[CH:24][C:23]([O:26][C:27]5[CH:32]=[CH:31][CH:30]=[CH:29][CH:28]=5)=[CH:22][CH:21]=4)[C:16]([C:17]([NH2:19])=[O:18])=[C:12]3[NH:11][CH2:10][CH2:9][C:8]=2[CH:33]=1)([O-])=O. (2) Given the product [CH3:2][O:3][C:4]1[CH:9]=[CH:8][C:7]([CH2:10][S:11][CH2:16][CH2:17][O:18][CH2:19][CH2:20][O:21][CH2:22][CH2:23][O:24][CH2:25][CH2:26][OH:27])=[CH:6][CH:5]=1, predict the reactants needed to synthesize it. The reactants are: [Na].[CH3:2][O:3][C:4]1[CH:9]=[CH:8][C:7]([CH2:10][SH:11])=[CH:6][CH:5]=1.C(O)C.Cl[CH2:16][CH2:17][O:18][CH2:19][CH2:20][O:21][CH2:22][CH2:23][O:24][CH2:25][CH2:26][OH:27].C(=O)([O-])[O-].[NH4+].[NH4+]. (3) Given the product [NH2:13][C:3]1[CH:4]=[C:5]2[C:10](=[CH:11][C:2]=1[CH3:1])[N:9]([CH3:18])[C:8](=[O:12])[CH2:7][CH2:6]2, predict the reactants needed to synthesize it. The reactants are: [CH3:1][C:2]1[CH:11]=[C:10]2[C:5]([CH2:6][CH2:7][C:8](=[O:12])[NH:9]2)=[CH:4][C:3]=1[N+:13]([O-])=O.[H-].[Na+].[CH3:18]I.O.